This data is from Reaction yield outcomes from USPTO patents with 853,638 reactions. The task is: Predict the reaction yield, written as a fraction of the theoretical maximum amount of product (1.0 means a 100% yield; for example, 0.34 means a 34% yield). (1) The reactants are [CH3:1][O:2][C:3]([N:5]1[CH2:10][CH2:9][CH:8]([C:11]2[C:12]3[CH:23]=[CH:22][C:21]([C:24]([F:27])([F:26])[F:25])=[CH:20][C:13]=3[S:14][C:15]=2[C:16]([O:18]C)=[O:17])[CH2:7][CH2:6]1)=[O:4].[OH-].[Na+]. The catalyst is C1COCC1.O. The product is [CH3:1][O:2][C:3]([N:5]1[CH2:6][CH2:7][CH:8]([C:11]2[C:12]3[CH:23]=[CH:22][C:21]([C:24]([F:27])([F:25])[F:26])=[CH:20][C:13]=3[S:14][C:15]=2[C:16]([OH:18])=[O:17])[CH2:9][CH2:10]1)=[O:4]. The yield is 0.920. (2) The yield is 0.560. The product is [CH:1]([C:4]1[C:8]([CH2:9][CH2:10][CH2:11][O:12][C:24]2[CH:25]=[C:26]([CH2:30][C:31]([OH:33])=[O:32])[CH:27]=[CH:28][CH:29]=2)=[CH:7][N:6]([C:13]2[CH:18]=[CH:17][C:16]([C:19]([F:21])([F:20])[F:22])=[CH:15][N:14]=2)[N:5]=1)([CH3:3])[CH3:2]. The catalyst is C1(C)C=CC=CC=1.O1CCCC1. The reactants are [CH:1]([C:4]1[C:8]([CH2:9][CH2:10][CH2:11][OH:12])=[CH:7][N:6]([C:13]2[CH:18]=[CH:17][C:16]([C:19]([F:22])([F:21])[F:20])=[CH:15][N:14]=2)[N:5]=1)([CH3:3])[CH3:2].O[C:24]1[CH:25]=[C:26]([CH2:30][C:31]([O:33]C)=[O:32])[CH:27]=[CH:28][CH:29]=1.C1(P(C2C=CC=CC=2)C2C=CC=CC=2)C=CC=CC=1.N(C(OCC)=O)=NC(OCC)=O.